From a dataset of Peptide-MHC class II binding affinity with 134,281 pairs from IEDB. Regression. Given a peptide amino acid sequence and an MHC pseudo amino acid sequence, predict their binding affinity value. This is MHC class II binding data. (1) The peptide sequence is KGGFMYLKELYNNVN. The MHC is DRB1_1101 with pseudo-sequence DRB1_1101. The binding affinity (normalized) is 0.824. (2) The peptide sequence is KFPELGMNPSHCNEM. The MHC is DRB1_0802 with pseudo-sequence DRB1_0802. The binding affinity (normalized) is 0.147.